This data is from Full USPTO retrosynthesis dataset with 1.9M reactions from patents (1976-2016). The task is: Predict the reactants needed to synthesize the given product. (1) Given the product [OH:1][C:2]([CH3:35])([CH3:36])[CH2:3][C@:4]1([C:29]2[CH:30]=[CH:31][CH:32]=[CH:33][CH:34]=2)[CH2:10][CH2:9][CH2:8][N:7]([C@H:11]([C:13]2[CH:14]=[CH:15][C:16]([C:38]3[CH:43]=[CH:42][N:41]([CH3:44])[C:40](=[O:45])[CH:39]=3)=[CH:17][CH:18]=2)[CH3:12])[C:6](=[O:28])[NH:5]1, predict the reactants needed to synthesize it. The reactants are: [OH:1][C:2]([CH3:36])([CH3:35])[CH2:3][C@:4]1([C:29]2[CH:34]=[CH:33][CH:32]=[CH:31][CH:30]=2)[CH2:10][CH2:9][CH2:8][N:7]([C@H:11]([C:13]2[CH:18]=[CH:17][C:16](B3OC(C)(C)C(C)(C)O3)=[CH:15][CH:14]=2)[CH3:12])[C:6](=[O:28])[NH:5]1.Br[C:38]1[CH:43]=[CH:42][N:41]([CH3:44])[C:40](=[O:45])[CH:39]=1.C([O-])([O-])=O.[Na+].[Na+]. (2) Given the product [CH3:1][Si:2]([C:5]#[C:6][SiH:15]([CH:17]([CH3:19])[CH3:18])[CH:12]([CH3:14])[CH3:13])([CH3:4])[CH3:3], predict the reactants needed to synthesize it. The reactants are: [CH3:1][Si:2]([C:5]#[CH:6])([CH3:4])[CH3:3].C([Li])CCC.[CH:12]([SiH:15]([CH:17]([CH3:19])[CH3:18])Cl)([CH3:14])[CH3:13].